From a dataset of NCI-60 drug combinations with 297,098 pairs across 59 cell lines. Regression. Given two drug SMILES strings and cell line genomic features, predict the synergy score measuring deviation from expected non-interaction effect. (1) Drug 1: C1CCN(CC1)CCOC2=CC=C(C=C2)C(=O)C3=C(SC4=C3C=CC(=C4)O)C5=CC=C(C=C5)O. Synergy scores: CSS=-6.35, Synergy_ZIP=4.62, Synergy_Bliss=1.06, Synergy_Loewe=-4.43, Synergy_HSA=-4.55. Cell line: SK-MEL-2. Drug 2: CC1=C(C(=CC=C1)Cl)NC(=O)C2=CN=C(S2)NC3=CC(=NC(=N3)C)N4CCN(CC4)CCO. (2) Drug 1: CS(=O)(=O)CCNCC1=CC=C(O1)C2=CC3=C(C=C2)N=CN=C3NC4=CC(=C(C=C4)OCC5=CC(=CC=C5)F)Cl. Drug 2: CC1CCC2CC(C(=CC=CC=CC(CC(C(=O)C(C(C(=CC(C(=O)CC(OC(=O)C3CCCCN3C(=O)C(=O)C1(O2)O)C(C)CC4CCC(C(C4)OC)OP(=O)(C)C)C)C)O)OC)C)C)C)OC. Cell line: SK-OV-3. Synergy scores: CSS=38.0, Synergy_ZIP=5.09, Synergy_Bliss=5.23, Synergy_Loewe=16.0, Synergy_HSA=16.8.